From a dataset of Full USPTO retrosynthesis dataset with 1.9M reactions from patents (1976-2016). Predict the reactants needed to synthesize the given product. (1) Given the product [NH2:39][C:38]1[CH:40]=[CH:41][C:35]([C:13]2[N:14]=[C:9]([N:3]3[CH2:4][CH:5]4[O:8][CH:1]([CH2:7][CH2:6]4)[CH2:2]3)[N:10]=[C:11]([C:16]3[CH:21]=[CH:20][C:19]([NH:22][C:23]([NH:25][CH3:26])=[O:24])=[CH:18][CH:17]=3)[N:12]=2)=[CH:36][CH:37]=1, predict the reactants needed to synthesize it. The reactants are: [CH:1]12[O:8][CH:5]([CH2:6][CH2:7]1)[CH2:4][N:3]([C:9]1[N:14]=[C:13](Cl)[N:12]=[C:11]([C:16]3[CH:21]=[CH:20][C:19]([NH:22][C:23]([NH:25][CH3:26])=[O:24])=[CH:18][CH:17]=3)[N:10]=1)[CH2:2]2.CC1(C)C(C)(C)OB([C:35]2[CH:41]=[CH:40][C:38]([NH2:39])=[CH:37][CH:36]=2)O1. (2) Given the product [CH3:20][O:21][C:22]1[CH:23]=[C:24]([CH:28]=[CH:29][CH:30]=1)[C:25]([NH:37][C:36]1[C:32]([CH3:31])=[N:33][NH:34][C:35]=1[C:38]1[CH:43]=[CH:42][CH:41]=[CH:40][CH:39]=1)=[O:27], predict the reactants needed to synthesize it. The reactants are: OC1C2N=NNC=2C=CC=1.C(N=C=NC(C)C)(C)C.[CH3:20][O:21][C:22]1[CH:23]=[C:24]([CH:28]=[CH:29][CH:30]=1)[C:25]([OH:27])=O.[CH3:31][C:32]1[C:36]([NH2:37])=[C:35]([C:38]2[CH:43]=[CH:42][CH:41]=[CH:40][CH:39]=2)[NH:34][N:33]=1. (3) Given the product [CH2:14]([O:13][C:5]1[C:6]([N:7]([CH3:8])[CH3:9])=[CH:10][CH:11]=[C:12]2[C:4]=1[CH2:3][CH2:2][NH:1][CH2:21]2)[C:15]1[CH:20]=[CH:19][CH:18]=[CH:17][CH:16]=1, predict the reactants needed to synthesize it. The reactants are: [NH2:1][CH2:2][CH2:3][C:4]1[C:5]([O:13][CH2:14][C:15]2[CH:20]=[CH:19][CH:18]=[CH:17][CH:16]=2)=[C:6]([CH:10]=[CH:11][CH:12]=1)[N:7]([CH3:9])[CH3:8].[CH:21](O)=O. (4) Given the product [NH:11]1[C:15]2[CH:16]=[CH:17][CH:18]=[CH:19][C:14]=2[N:13]=[C:12]1[C@H:8]([NH:9][C:10]([NH:31][C@@H:29]([CH:23]1[CH2:28][CH2:27][CH2:26][CH2:25][CH2:24]1)[CH3:30])=[O:20])[CH2:7][C:6]1[CH:21]=[CH:22][C:3]([O:2][CH3:1])=[CH:4][CH:5]=1, predict the reactants needed to synthesize it. The reactants are: [CH3:1][O:2][C:3]1[CH:22]=[CH:21][C:6]([CH2:7][C@@H:8]2[C:12]3=[N:13][C:14]4[CH:19]=[CH:18][CH:17]=[CH:16][C:15]=4[N:11]3[C:10](=[O:20])[NH:9]2)=[CH:5][CH:4]=1.[CH:23]1([C@H:29]([NH2:31])[CH3:30])[CH2:28][CH2:27][CH2:26][CH2:25][CH2:24]1.C(O)(C(F)(F)F)=O. (5) Given the product [CH3:19][N:20]1[C:25]2=[CH:26][NH:27][C:28]([C:29]3[CH:30]=[C:31]([CH:34]=[CH:35][CH:36]=3)[C:32]#[N:33])=[C:24]2[C:23](=[O:45])[N:22]([CH3:46])[C:21]1=[O:47], predict the reactants needed to synthesize it. The reactants are: CCCC[N+](CCCC)(CCCC)CCCC.[F-].[CH3:19][N:20]1[C:25]2=[CH:26][N:27](COCC[Si](C)(C)C)[C:28]([C:29]3[CH:30]=[C:31]([CH:34]=[CH:35][CH:36]=3)[C:32]#[N:33])=[C:24]2[C:23](=[O:45])[N:22]([CH3:46])[C:21]1=[O:47]. (6) The reactants are: [CH3:1][CH:2]([C:7](=[O:14])[CH2:8][CH2:9][CH2:10][CH2:11][CH2:12][CH3:13])[C:3]([O:5][CH3:6])=[O:4].[H-].[Na+].[Li]CCCC.[O:22]1[C:26]2[CH:27]=[CH:28][CH:29]=[CH:30][C:25]=2[CH:24]=[C:23]1C(OC)=O.[NH4+].[Cl-]. Given the product [O:22]1[C:26]2[CH:27]=[CH:28][CH:29]=[CH:30][C:25]=2[CH:24]=[C:23]1[C:6]1[O:5][C:3](=[O:4])[C:2]([CH3:1])=[C:7]([OH:14])[C:8]=1[CH2:9][CH2:10][CH2:11][CH2:12][CH3:13], predict the reactants needed to synthesize it. (7) Given the product [C:16]([NH:15][CH:10]1[CH:11]=[CH:12][CH:13]=[C:14]2[C:9]1=[C:8]([S:19][C:20]1[CH:25]=[CH:24][C:23]([Cl:26])=[CH:22][CH:21]=1)[CH:7]([CH3:27])[N:6]2[CH2:5][C:4]([OH:28])=[O:3])(=[O:18])[CH3:17], predict the reactants needed to synthesize it. The reactants are: C([O:3][C:4](=[O:28])[CH2:5][N:6]1[C:14]2[C:9](=[C:10]([NH:15][C:16](=[O:18])[CH3:17])[CH:11]=[CH:12][CH:13]=2)[C:8]([S:19][C:20]2[CH:25]=[CH:24][C:23]([Cl:26])=[CH:22][CH:21]=2)=[C:7]1[CH3:27])C.[OH-].[Na+].CC(CC(C)=O)C. (8) Given the product [CH3:22][C:10]1[C:9]([OH:8])=[C:14]([CH3:15])[C:13]([CH3:16])=[C:12]([N:17]2[CH:21]=[CH:20][CH:19]=[CH:18]2)[N:11]=1, predict the reactants needed to synthesize it. The reactants are: C([O:8][C:9]1[C:10]([CH3:22])=[N:11][C:12]([N:17]2[CH:21]=[CH:20][CH:19]=[CH:18]2)=[C:13]([CH3:16])[C:14]=1[CH3:15])C1C=CC=CC=1. (9) The reactants are: [I:1][C:2]1[C:3](=[O:10])[CH2:4][C:5]([CH3:9])([CH3:8])[CH2:6][CH:7]=1.[CH2:11](O)[CH2:12][OH:13].O.C1(C)C=CC(S(O)(=O)=O)=CC=1. Given the product [I:1][C:2]1[C:3]2([CH2:4][C:5]([CH3:9])([CH3:8])[CH2:6][CH:7]=1)[O:13][CH2:12][CH2:11][O:10]2, predict the reactants needed to synthesize it. (10) Given the product [N:16]1[C:12]2[C:11](=[N:10][CH:15]=[CH:14][CH:13]=2)[NH:17][C:25]=1[C:24]1[CH:28]=[CH:29][C:21]([C:20]([O:19][CH3:18])=[O:30])=[CH:22][CH:23]=1, predict the reactants needed to synthesize it. The reactants are: CCN(C(C)C)C(C)C.[N:10]1[CH:15]=[CH:14][CH:13]=[C:12]([NH2:16])[C:11]=1[NH2:17].[CH3:18][O:19][C:20](=[O:30])[C:21]1[CH:29]=[CH:28][C:24]([C:25](O)=O)=[CH:23][CH:22]=1.CN(C(ON1N=NC2C=CC=CC1=2)=[N+](C)C)C.F[P-](F)(F)(F)(F)F.